Predict which catalyst facilitates the given reaction. From a dataset of Catalyst prediction with 721,799 reactions and 888 catalyst types from USPTO. (1) Reactant: Cl[C:2]1[C:3]([CH3:22])=[N:4][C:5]2[C:10]([N:11]=1)=[C:9]([C:12]1[NH:20][C:19]3[CH2:18][CH2:17][NH:16][C:15](=[O:21])[C:14]=3[CH:13]=1)[CH:8]=[CH:7][CH:6]=2.[O:23]1[CH:27]=[CH:26][C:25](B(O)O)=[CH:24]1.C([O-])([O-])=O.[Na+].[Na+].CO.C(Cl)Cl. Product: [O:23]1[CH:27]=[CH:26][C:25]([C:2]2[C:3]([CH3:22])=[N:4][C:5]3[C:10]([N:11]=2)=[C:9]([C:12]2[NH:20][C:19]4[CH2:18][CH2:17][NH:16][C:15](=[O:21])[C:14]=4[CH:13]=2)[CH:8]=[CH:7][CH:6]=3)=[CH:24]1. The catalyst class is: 70. (2) Reactant: [N:1]([C:3]1[CH:7]=[N:6][N:5]([C:8]2[CH:13]=[CH:12][CH:11]=[CH:10][CH:9]=2)[C:4]=1[NH2:14])=O.CCOC(C)=O.C([O-])(O)=O.[Na+]. Product: [C:8]1([N:5]2[C:4]([NH2:14])=[C:3]([NH2:1])[CH:7]=[N:6]2)[CH:9]=[CH:10][CH:11]=[CH:12][CH:13]=1. The catalyst class is: 14.